From a dataset of NCI-60 drug combinations with 297,098 pairs across 59 cell lines. Regression. Given two drug SMILES strings and cell line genomic features, predict the synergy score measuring deviation from expected non-interaction effect. (1) Drug 1: CC(C1=C(C=CC(=C1Cl)F)Cl)OC2=C(N=CC(=C2)C3=CN(N=C3)C4CCNCC4)N. Drug 2: CN(C)N=NC1=C(NC=N1)C(=O)N. Cell line: SNB-19. Synergy scores: CSS=2.03, Synergy_ZIP=-0.323, Synergy_Bliss=-0.709, Synergy_Loewe=-7.60, Synergy_HSA=-2.72. (2) Drug 2: C1CCC(C(C1)N)N.C(=O)(C(=O)[O-])[O-].[Pt+4]. Cell line: HCT-15. Synergy scores: CSS=14.6, Synergy_ZIP=6.75, Synergy_Bliss=11.5, Synergy_Loewe=9.31, Synergy_HSA=10.4. Drug 1: CC(C1=C(C=CC(=C1Cl)F)Cl)OC2=C(N=CC(=C2)C3=CN(N=C3)C4CCNCC4)N. (3) Drug 1: C1CCC(C1)C(CC#N)N2C=C(C=N2)C3=C4C=CNC4=NC=N3. Drug 2: CC12CCC3C(C1CCC2OP(=O)(O)O)CCC4=C3C=CC(=C4)OC(=O)N(CCCl)CCCl.[Na+]. Cell line: DU-145. Synergy scores: CSS=-1.35, Synergy_ZIP=-1.77, Synergy_Bliss=-3.92, Synergy_Loewe=-8.11, Synergy_HSA=-4.40. (4) Drug 1: C1CC(=O)NC(=O)C1N2CC3=C(C2=O)C=CC=C3N. Drug 2: CS(=O)(=O)CCNCC1=CC=C(O1)C2=CC3=C(C=C2)N=CN=C3NC4=CC(=C(C=C4)OCC5=CC(=CC=C5)F)Cl. Cell line: HCT-15. Synergy scores: CSS=6.64, Synergy_ZIP=1.02, Synergy_Bliss=5.62, Synergy_Loewe=3.91, Synergy_HSA=3.93. (5) Drug 1: CC(CN1CC(=O)NC(=O)C1)N2CC(=O)NC(=O)C2. Drug 2: CN(C(=O)NC(C=O)C(C(C(CO)O)O)O)N=O. Cell line: MDA-MB-231. Synergy scores: CSS=21.9, Synergy_ZIP=-3.76, Synergy_Bliss=2.88, Synergy_Loewe=3.83, Synergy_HSA=4.78.